This data is from Full USPTO retrosynthesis dataset with 1.9M reactions from patents (1976-2016). The task is: Predict the reactants needed to synthesize the given product. Given the product [C:1]([O:5][C:6](=[O:28])[NH:7][C:8]1[CH:9]=[CH:10][C:11]([C:14]2([CH3:29])[CH2:18][C:17](=[O:19])[N:16]([CH2:20][C:21]3[CH:22]=[CH:23][CH:24]=[CH:25][CH:26]=3)[C:15]2=[O:27])=[CH:12][CH:13]=1)([CH3:4])([CH3:2])[CH3:3], predict the reactants needed to synthesize it. The reactants are: [C:1]([O:5][C:6](=[O:28])[NH:7][C:8]1[CH:13]=[CH:12][C:11]([CH:14]2[CH2:18][C:17](=[O:19])[N:16]([CH2:20][C:21]3[CH:26]=[CH:25][CH:24]=[CH:23][CH:22]=3)[C:15]2=[O:27])=[CH:10][CH:9]=1)([CH3:4])([CH3:3])[CH3:2].[C:29](=O)([O-])[O-].[Cs+].[Cs+].CI.